Dataset: CYP2C9 inhibition data for predicting drug metabolism from PubChem BioAssay. Task: Regression/Classification. Given a drug SMILES string, predict its absorption, distribution, metabolism, or excretion properties. Task type varies by dataset: regression for continuous measurements (e.g., permeability, clearance, half-life) or binary classification for categorical outcomes (e.g., BBB penetration, CYP inhibition). Dataset: cyp2c9_veith. (1) The compound is CO[C@@H]1/C=C\O[C@]2(C)Oc3c(C)c(O)c4c(O)c(cc(O)c4c3C2=O)NC(=O)/C(C)=C\C=C/[C@H](C)[C@@H](O)[C@H](C)[C@H](O)[C@H](C)[C@H](OC(C)=O)[C@@H]1C. The result is 0 (non-inhibitor). (2) The molecule is CC(NC(=O)OCc1ccccc1)C(=O)NCC1CCCO1. The result is 0 (non-inhibitor). (3) The drug is Cc1ccc(S(=O)(=O)N[C@H](C(=O)O)C(C)C)cc1. The result is 0 (non-inhibitor). (4) The molecule is Clc1ccccc1-c1nc(NCCN2CCOCC2)c2ccccc2n1. The result is 0 (non-inhibitor).